From a dataset of Catalyst prediction with 721,799 reactions and 888 catalyst types from USPTO. Predict which catalyst facilitates the given reaction. (1) Reactant: [CH3:1][C:2]([S:5](/[N:7]=[CH:8]/[C:9]1[CH:10]=[N:11][NH:12][C:13]=1[CH3:14])=[O:6])([CH3:4])[CH3:3].[CH3:15][Mg+].[Br-]. Product: [CH3:4][C:2]([S:5]([NH:7][CH:8]([C:9]1[CH:10]=[N:11][NH:12][C:13]=1[CH3:14])[CH3:15])=[O:6])([CH3:1])[CH3:3]. The catalyst class is: 1. (2) Reactant: ClC1C=CC=C(C(OO)=[O:9])C=1.[F:12][C:13]([C:16]1[C:17]([O:36][CH2:37][C:38]2[CH:43]=[CH:42][CH:41]=[CH:40][CH:39]=2)=[C:18]([C:22]2[CH2:26][CH2:25][CH2:24][C:23]=2[C:27]2[CH:28]=[N:29][CH:30]=[C:31]([CH:35]=2)[C:32]([OH:34])=[O:33])[CH:19]=[CH:20][CH:21]=1)([F:15])[F:14]. Product: [F:12][C:13]([C:16]1[C:17]([O:36][CH2:37][C:38]2[CH:43]=[CH:42][CH:41]=[CH:40][CH:39]=2)=[C:18]([C:22]2[CH2:26][CH2:25][CH2:24][C:23]=2[C:27]2[CH:28]=[N+:29]([O-:9])[CH:30]=[C:31]([CH:35]=2)[C:32]([OH:34])=[O:33])[CH:19]=[CH:20][CH:21]=1)([F:15])[F:14]. The catalyst class is: 12. (3) Reactant: [Cl:1][C:2]1[C:7]([C:8]([NH2:10])=[O:9])=[C:6]([OH:11])[C:5]([NH:12][C:13]2[C:16](=[O:17])[C:15](=[O:18])[C:14]=2Cl)=[CH:4][CH:3]=1.[F:20][C:21]1[CH:27]=[C:26]([F:28])[CH:25]=[CH:24][C:22]=1[NH2:23]. Product: [Cl:1][C:2]1[C:7]([C:8]([NH2:10])=[O:9])=[C:6]([OH:11])[C:5]([NH:12][C:13]2[C:16](=[O:17])[C:15](=[O:18])[C:14]=2[NH:23][C:22]2[CH:24]=[CH:25][C:26]([F:28])=[CH:27][C:21]=2[F:20])=[CH:4][CH:3]=1. The catalyst class is: 16. (4) Reactant: [CH2:1]([O:8][C:9]([NH:11][C@@:12]([C:22]([O:24][CH2:25][CH3:26])=[O:23])([C:19](O)=[O:20])[CH2:13][C:14]([O:16][CH2:17][CH3:18])=[O:15])=[O:10])[C:2]1[CH:7]=[CH:6][CH:5]=[CH:4][CH:3]=1.ClC(OCC(C)C)=O.[NH3:35].Cl. Product: [CH2:1]([O:8][C:9]([NH:11][C@@:12]([C:19](=[O:20])[NH2:35])([CH2:13][C:14]([O:16][CH2:17][CH3:18])=[O:15])[C:22]([O:24][CH2:25][CH3:26])=[O:23])=[O:10])[C:2]1[CH:7]=[CH:6][CH:5]=[CH:4][CH:3]=1. The catalyst class is: 531.